This data is from Experimentally validated miRNA-target interactions with 360,000+ pairs, plus equal number of negative samples. The task is: Binary Classification. Given a miRNA mature sequence and a target amino acid sequence, predict their likelihood of interaction. (1) The miRNA is hsa-miR-5002-5p with sequence AAUUUGGUUUCUGAGGCACUUAGU. The protein sequence of the target gene is MSYDYHQSWSRDGGPRGSGQGSSGGGGGGSRGSGGGGGGRGGRGRHPAHLKGREIGLWYAKKQTQKNKEAERQERAVVHMDERREEQIVQLLNSVQAKTDKDSEAQISWFAPEDHGYGTEVSSEKKINSEKKLDNQEKKLLNQEKKTFRITDKSYIDRDSEYLLQENEPNLSLDQHLLEDLQRKKTDPRYIEMQRFRKKLPSYGMQKELVNLINNHQVTVISGETGCGKTTQVTQFILDNYIERGKGSACRIVCTQPRRISAISVAERVATERAESCGNGNSTGYQIRLQSRLPRKQGSI.... Result: 0 (no interaction). (2) The miRNA is hsa-miR-3911 with sequence UGUGUGGAUCCUGGAGGAGGCA. The protein sequence of the target gene is MAAPAGGGGSAVSVLAPNGRRHTVKVTPSTVLLQVLEDTCRRQDFNPCEYDLKFQRSVLDLSLQWRFANLPNNAKLEMVPASRSREGPENMVRIALQLDDGSRLQDSFCSGQTLWELLSHFPQIRECLQHPGGATPVCVYTRDEVTGEAALRGTTLQSLGLTGGSATIRFVMKCYDPVGKTPGSLGSSASAGQAAASAPLPLESGELSRGDLSRPEDADTSGPCCEHTQEKQSTRAPAAAPFVPFSGGGQRLGGPPGPTRPLTSSSAKLPKSLSSPGGPSKPKKSKSGQDPQQEQEQERE.... Result: 0 (no interaction). (3) The miRNA is hsa-miR-6504-5p with sequence UCUGGCUGUGCUGUAAUGCAG. The protein sequence of the target gene is MPFHPVTAALMYRGIYTVPNLLSEQRPVDIPEDELEEIREAFKVFDRDGNGFISKQELGTAMRSLGYMPNEVELEVIIQRLDMDGDGQVDFEEFVTLLGPKLSTSGIPEKFHGTDFDTVFWKCDMQKLTVDELKRLLYDTFCEHLSMKDIENIIMTEEESHLGTAEECPVDVETCSNQQIRQTCVRKSLICAFAIAFIISVMLIAANQVLRSGMK. Result: 0 (no interaction). (4) The miRNA is mmu-miR-3967 with sequence AGCUUGUCUGACUGAUGUUG. The protein sequence of the target gene is MAKAGSAGGPSPGGGAPWHLRNVLSDSVESSDDEFFDAREEVAEGKNAILIGMSQWSSNDLVEQIETIGKLDERQGDGATACTSSILQEKQRELYRVSLRRQRFPAQGSIEIHEDGEEGCSQRSCKTHVLLLVLHGGNVLDTGSGDPSCKAADIHTFSSVLEKVMRAHFPAALGHILIKFVPCPAICSEAFSLVSNLNPYSHDEGCLGTSQDHVPLAALPLLAISSPQYQDAVATVIERANHIYGEFLKSSDGIGFNGQVCLIGDCVGGLLAFDAICYSAGPSGDSPGSSSRKGSISSTQ.... Result: 0 (no interaction).